Dataset: Serine/threonine kinase 33 screen with 319,792 compounds. Task: Binary Classification. Given a drug SMILES string, predict its activity (active/inactive) in a high-throughput screening assay against a specified biological target. (1) The compound is S(=O)(=O)(NCC)c1ccc(CCC(=O)N2CCN(CC2)c2c(F)cccc2)cc1. The result is 0 (inactive). (2) The drug is S(CC(=O)NCC1OCCC1)c1oc(nn1)CNC(=O)c1c(F)cccc1. The result is 0 (inactive). (3) The molecule is Clc1cc(CSC=2N(S(=O)(=O)c3ccccc3)CCN2)ccc1Cl. The result is 0 (inactive). (4) The compound is O(C(=O)C\C(=N\NC(=O)Nc1ccccc1)C)CC. The result is 0 (inactive). (5) The compound is O(CC(=O)N(Cc1ccccc1)C)C(=O)Cn1c2c(nc1)cccc2. The result is 0 (inactive). (6) The molecule is S(CC(=O)NC1CCCCC1)c1oc(nn1)CNC(=O)c1c(F)cccc1. The result is 0 (inactive). (7) The molecule is OCCC1N(C2CCCC2)CCN(C1)Cc1cc2c(OCC2)cc1. The result is 0 (inactive). (8) The result is 0 (inactive). The compound is O(N\C=C1\C(=NC(=O)NC1=O)C)Cc1ccc(OCC)cc1.